From a dataset of Full USPTO retrosynthesis dataset with 1.9M reactions from patents (1976-2016). Predict the reactants needed to synthesize the given product. (1) Given the product [C:18]([OH:25])(=[O:24])/[CH:19]=[CH:20]/[C:21]([OH:23])=[O:22].[CH3:11][C:2]([C:12]1[CH:17]=[CH:16][CH:15]=[CH:14][N:13]=1)([CH3:1])[C@H:3]([C:5]1[CH:10]=[CH:9][CH:8]=[CH:7][CH:6]=1)[NH2:4], predict the reactants needed to synthesize it. The reactants are: [CH3:1][C:2]([C:12]1[CH:17]=[CH:16][CH:15]=[CH:14][N:13]=1)([CH3:11])[C@H:3]([C:5]1[CH:10]=[CH:9][CH:8]=[CH:7][CH:6]=1)[NH2:4].[C:18]([OH:25])(=[O:24])/[CH:19]=[CH:20]/[C:21]([OH:23])=[O:22]. (2) Given the product [CH3:1][C:2]1[C:7]2=[N:8][CH:9]=[C:10]([C:13]3[N-:17][N:16]=[N:15][N:14]=3)[C:11](=[O:12])[N:6]2[CH:5]=[CH:4][CH:3]=1.[K+:19], predict the reactants needed to synthesize it. The reactants are: [CH3:1][C:2]1[C:7]2=[N:8][CH:9]=[C:10]([C:13]3[NH:17][N:16]=[N:15][N:14]=3)[C:11](=[O:12])[N:6]2[CH:5]=[CH:4][CH:3]=1.[OH-].[K+:19]. (3) The reactants are: [CH3:1][C@@H:2]1[O:6][C:5](=[O:7])[N:4]([CH2:8][CH2:9][S:10][C:11]2[S:12][CH:13]=[C:14]([C:16]([O:18][CH2:19][CH2:20][CH2:21][CH3:22])=[O:17])[N:15]=2)[C@H:3]1/[CH:23]=[CH:24]/[CH2:25][C:26]([CH3:37])([O:32][Si](C)(C)C)[CH2:27][CH2:28][CH2:29][CH2:30][CH3:31].Cl.C(OCC)(=O)C.C(=O)(O)[O-].[Na+]. Given the product [OH:32][C:26]([CH3:37])([CH2:27][CH2:28][CH2:29][CH2:30][CH3:31])[CH2:25]/[CH:24]=[CH:23]/[C@H:3]1[C@H:2]([CH3:1])[O:6][C:5](=[O:7])[N:4]1[CH2:8][CH2:9][S:10][C:11]1[S:12][CH:13]=[C:14]([C:16]([O:18][CH2:19][CH2:20][CH2:21][CH3:22])=[O:17])[N:15]=1, predict the reactants needed to synthesize it. (4) Given the product [OH:5][C:1]([C:24]1([CH3:31])[C:23](=[O:32])[N:22]([CH2:33][CH2:34][CH2:35][CH2:36][O:37][CH3:38])[C:21]2[CH:39]=[C:17]([C:15]([N:14]([CH:44]([CH3:45])[CH3:46])[C@@H:10]3[CH2:11][CH2:12][CH2:13][N:8]([C:6]([O:5][C:1]([CH3:2])([CH3:4])[CH3:3])=[O:7])[CH2:9]3)=[O:16])[C:18]([C:40]([F:43])([F:41])[F:42])=[CH:19][C:20]=2[O:25]1)([CH3:3])[CH3:2], predict the reactants needed to synthesize it. The reactants are: [C:1]([O:5][C:6]([N:8]1[CH2:13][CH2:12][CH2:11][C@@H:10]([N:14]([CH:44]([CH3:46])[CH3:45])[C:15]([C:17]2[C:18]([C:40]([F:43])([F:42])[F:41])=[CH:19][C:20]3[O:25][C:24]([CH3:31])(C(OCC)=O)[C:23](=[O:32])[N:22]([CH2:33][CH2:34][CH2:35][CH2:36][O:37][CH3:38])[C:21]=3[CH:39]=2)=[O:16])[CH2:9]1)=[O:7])([CH3:4])([CH3:3])[CH3:2].C[Mg]Br.[Cl-].[NH4+]. (5) Given the product [CH2:12]([O:14][C:15]([C:17]1[S:21][C:20]([NH:22][C:7](=[O:9])[C:6]2[CH:10]=[C:2]([Br:1])[CH:3]=[CH:4][C:5]=2[OH:11])=[N:19][C:18]=1[C:23]1[CH:28]=[CH:27][CH:26]=[CH:25][CH:24]=1)=[O:16])[CH3:13], predict the reactants needed to synthesize it. The reactants are: [Br:1][C:2]1[CH:10]=[C:6]([C:7]([OH:9])=O)[C:5]([OH:11])=[CH:4][CH:3]=1.[CH2:12]([O:14][C:15]([C:17]1[S:21][C:20]([NH2:22])=[N:19][C:18]=1[C:23]1[CH:28]=[CH:27][CH:26]=[CH:25][CH:24]=1)=[O:16])[CH3:13]. (6) Given the product [CH3:10][O:9][C:5]1[C:4]([CH2:11][CH:12]([C:14]2[CH:19]=[CH:18][CH:17]=[CH:16][CH:15]=2)[CH3:13])=[C:3](/[CH:2]=[CH:34]\[C:33]([O:37][CH2:38][CH3:39])=[O:36])[CH:8]=[CH:7][CH:6]=1, predict the reactants needed to synthesize it. The reactants are: Cl[CH2:2][C:3]1[C:4]([CH2:11][CH:12]([C:14]2[CH:19]=[CH:18][CH:17]=[CH:16][CH:15]=2)[CH3:13])=[C:5]([O:9][CH3:10])[CH:6]=[CH:7][CH:8]=1.C(N(CCCC)CCCC)CCC.[C:33]([O:37][CH2:38][CH3:39])(=[O:36])[CH:34]=C. (7) Given the product [CH3:13][O:12][C:10](=[O:11])[CH2:9][CH2:8][CH2:7][CH2:6][N:1]=[N+:2]=[N-:3], predict the reactants needed to synthesize it. The reactants are: [N-:1]=[N+:2]=[N-:3].[Na+].Br[CH2:6][CH2:7][CH2:8][CH2:9][C:10]([O:12][CH3:13])=[O:11].O. (8) Given the product [C:28]1([C:27]#[C:26][C:25]2[CH:24]=[CH:18][C:23]([C:22]#[C:21][C:20]3[CH:19]=[CH:40][C:35]([Br:34])=[CH:36][CH:37]=3)=[CH:2][CH:1]=2)[CH:29]=[CH:30][CH:31]=[CH:32][CH:33]=1, predict the reactants needed to synthesize it. The reactants are: [CH3:1][CH2:2]CCOP(OCCCC)(OCCCC)=O.[C:18]1([C:24]#[C:25][C:26]#[C:27][C:28]2[CH:33]=[CH:32][CH:31]=[CH:30][CH:29]=2)[CH:23]=[CH:22][CH:21]=[CH:20][CH:19]=1.[Br:34][C:35]1[CH:40]=CC(I)=[CH:37][CH:36]=1. (9) Given the product [Cl:25][C:26]1[CH:27]=[CH:28][C:29]([CH:32]2[CH2:37][CH2:36][CH2:35][N:34]([C:44]([C:43]3[CH:47]=[CH:48][N:49]=[C:41]([O:40][CH2:38][CH3:39])[CH:42]=3)=[O:45])[CH2:33]2)=[CH:30][CH:31]=1, predict the reactants needed to synthesize it. The reactants are: FC1C=CC=CC=1C1CCCN(C(C2C=CN=C(N(C)C)C=2)=O)C1.[Cl:25][C:26]1[CH:31]=[CH:30][C:29]([CH:32]2[CH2:37][CH2:36][CH2:35][NH:34][CH2:33]2)=[CH:28][CH:27]=1.[CH2:38]([O:40][C:41]1[CH:42]=[C:43]([CH:47]=[CH:48][N:49]=1)[C:44](O)=[O:45])[CH3:39].